This data is from Reaction yield outcomes from USPTO patents with 853,638 reactions. The task is: Predict the reaction yield, written as a fraction of the theoretical maximum amount of product (1.0 means a 100% yield; for example, 0.34 means a 34% yield). (1) The reactants are [C:1]([CH:5]1[CH2:13][C:12]2[C:7](=[CH:8][CH:9]=[C:10]([NH:14][C:15]([C:17]3([C:20]4[CH:30]=[CH:29][C:23]5[O:24][C:25]([F:28])([F:27])[O:26][C:22]=5[CH:21]=4)[CH2:19][CH2:18]3)=[O:16])[CH:11]=2)[N:6]1[CH2:31][CH2:32]Cl)([CH3:4])([CH3:3])[CH3:2].[C-:34]#[N:35].[Na+].O. The catalyst is CCO. The product is [C:1]([CH:5]1[CH2:13][C:12]2[C:7](=[CH:8][CH:9]=[C:10]([NH:14][C:15]([C:17]3([C:20]4[CH:30]=[CH:29][C:23]5[O:24][C:25]([F:28])([F:27])[O:26][C:22]=5[CH:21]=4)[CH2:19][CH2:18]3)=[O:16])[CH:11]=2)[N:6]1[CH2:31][CH2:32][C:34]#[N:35])([CH3:4])([CH3:3])[CH3:2]. The yield is 0.480. (2) The reactants are [CH:1]([O:4][C:5]1[CH:10]=[CH:9][C:8]([C:11]2[CH:16]=[CH:15][C:14]([OH:17])=[C:13]([N+:18]([O-])=O)[CH:12]=2)=[CH:7][CH:6]=1)([CH3:3])[CH3:2]. The catalyst is CCOC(C)=O.CCO.[Pd]. The product is [NH2:18][C:13]1[CH:12]=[C:11]([C:8]2[CH:9]=[CH:10][C:5]([O:4][CH:1]([CH3:3])[CH3:2])=[CH:6][CH:7]=2)[CH:16]=[CH:15][C:14]=1[OH:17]. The yield is 0.950. (3) The reactants are Br[C:2]1[CH:7]=[C:6]([N+:8]([O-:10])=[O:9])[CH:5]=[CH:4][C:3]=1[C:11]([CH3:14])([CH3:13])[CH3:12].[CH3:15][N:16](C=O)C. The catalyst is O.[C-]#N.[C-]#N.[Zn+2].C1C=CC([P]([Pd]([P](C2C=CC=CC=2)(C2C=CC=CC=2)C2C=CC=CC=2)([P](C2C=CC=CC=2)(C2C=CC=CC=2)C2C=CC=CC=2)[P](C2C=CC=CC=2)(C2C=CC=CC=2)C2C=CC=CC=2)(C2C=CC=CC=2)C2C=CC=CC=2)=CC=1. The product is [C:11]([C:3]1[CH:4]=[CH:5][C:6]([N+:8]([O-:10])=[O:9])=[CH:7][C:2]=1[C:15]#[N:16])([CH3:14])([CH3:13])[CH3:12]. The yield is 0.800. (4) The reactants are [OH-].[Na+].[CH2:3]([NH:10][C:11](=[O:38])[N:12]([C:14]1[CH:15]=[C:16]([C:20]2[CH:25]=[CH:24][C:23]([CH2:26][CH2:27][C:28]([O:30]C)=[O:29])=[CH:22][C:21]=2[O:32][CH2:33][CH2:34][CH2:35][CH2:36][CH3:37])[CH:17]=[CH:18][CH:19]=1)[CH3:13])[CH2:4][CH2:5][CH2:6][CH2:7][CH2:8][CH3:9]. The catalyst is O1CCCC1.CO. The product is [CH2:3]([NH:10][C:11](=[O:38])[N:12]([C:14]1[CH:15]=[C:16]([C:20]2[CH:25]=[CH:24][C:23]([CH2:26][CH2:27][C:28]([OH:30])=[O:29])=[CH:22][C:21]=2[O:32][CH2:33][CH2:34][CH2:35][CH2:36][CH3:37])[CH:17]=[CH:18][CH:19]=1)[CH3:13])[CH2:4][CH2:5][CH2:6][CH2:7][CH2:8][CH3:9]. The yield is 0.770. (5) The reactants are [Cl:1][C:2]1[CH:21]=[C:20]([Cl:22])[CH:19]=[CH:18][C:3]=1[CH2:4][N:5]1[CH2:9][CH2:8][N:7]([CH:10]2[CH2:15][CH2:14][C:13](=[O:16])[CH2:12][CH2:11]2)[C:6]1=[O:17].[CH3:23][Li].O. The catalyst is O1CCCC1. The product is [Cl:1][C:2]1[CH:21]=[C:20]([Cl:22])[CH:19]=[CH:18][C:3]=1[CH2:4][N:5]1[CH2:9][CH2:8][N:7]([CH:10]2[CH2:15][CH2:14][C:13]([OH:16])([CH3:23])[CH2:12][CH2:11]2)[C:6]1=[O:17]. The yield is 0.0600. (6) The reactants are [Br:1][C:2]1[CH:3]=[CH:4][C:5]2[NH:6][C:7]3[C:12]([C:13]=2[CH:14]=1)=[CH:11][C:10]([Br:15])=[CH:9][CH:8]=3.[H-].[Na+].[C:18]([O:23][CH3:24])(=[O:22])[CH:19]1[O:21][CH2:20]1. The catalyst is CN(C=O)C. The product is [Br:15][C:10]1[CH:9]=[CH:8][C:7]2[N:6]([CH2:20][CH:19]([OH:21])[C:18]([O:23][CH3:24])=[O:22])[C:5]3[C:13]([C:12]=2[CH:11]=1)=[CH:14][C:2]([Br:1])=[CH:3][CH:4]=3. The yield is 0.320. (7) The reactants are [C:1](Cl)(=[O:8])[C:2]1[CH:7]=[CH:6][CH:5]=[CH:4][CH:3]=1.[CH3:10][C:11]1[CH:25]=[CH:24][C:14]([C:15]([N:17]2[CH2:22][CH2:21][CH2:20][C@@H:19]([NH2:23])[CH2:18]2)=[O:16])=[CH:13][CH:12]=1.[OH-].[Na+].[Cl-].[Na+]. The catalyst is ClC1C=CC=CC=1. The product is [CH3:10][C:11]1[CH:12]=[CH:13][C:14]([C:15]([N:17]2[CH2:22][CH2:21][CH2:20][C@@H:19]([NH:23][C:1](=[O:8])[C:2]3[CH:7]=[CH:6][CH:5]=[CH:4][CH:3]=3)[CH2:18]2)=[O:16])=[CH:24][CH:25]=1. The yield is 0.730. (8) The product is [C:41]([O:20][CH2:19][C:16]1[CH:15]=[CH:14][C:13]([C:10]2[C:11]3[C:6](=[CH:5][CH:4]=[C:3]([N:2]([CH3:25])[CH3:1])[CH:12]=3)[CH:7]=[C:8]3[CH2:23][CH2:22][C:21](=[O:24])[C:9]=23)=[CH:18][CH:17]=1)(=[O:52])[CH2:42][CH2:43][CH2:44][CH2:45][CH2:46][CH2:47][CH2:48][CH2:49][CH:50]=[CH2:51]. The catalyst is CN(C1C=CN=CC=1)C.C(Cl)Cl. The yield is 0.600. The reactants are [CH3:1][N:2]([CH3:25])[C:3]1[CH:12]=[C:11]2[C:6]([CH:7]=[C:8]3[CH2:23][CH2:22][C:21](=[O:24])[C:9]3=[C:10]2[C:13]2[CH:18]=[CH:17][C:16]([CH2:19][OH:20])=[CH:15][CH:14]=2)=[CH:5][CH:4]=1.C1CCC(N=C=NC2CCCCC2)CC1.[C:41](O)(=[O:52])[CH2:42][CH2:43][CH2:44][CH2:45][CH2:46][CH2:47][CH2:48][CH2:49][CH:50]=[CH2:51].